The task is: Regression. Given two drug SMILES strings and cell line genomic features, predict the synergy score measuring deviation from expected non-interaction effect.. This data is from NCI-60 drug combinations with 297,098 pairs across 59 cell lines. (1) Drug 1: C1=CC(=CC=C1CCCC(=O)O)N(CCCl)CCCl. Drug 2: CC(C1=C(C=CC(=C1Cl)F)Cl)OC2=C(N=CC(=C2)C3=CN(N=C3)C4CCNCC4)N. Cell line: NCI/ADR-RES. Synergy scores: CSS=14.1, Synergy_ZIP=-6.57, Synergy_Bliss=4.03, Synergy_Loewe=2.51, Synergy_HSA=2.80. (2) Drug 1: CCCS(=O)(=O)NC1=C(C(=C(C=C1)F)C(=O)C2=CNC3=C2C=C(C=N3)C4=CC=C(C=C4)Cl)F. Drug 2: CC1=C(C=C(C=C1)NC(=O)C2=CC=C(C=C2)CN3CCN(CC3)C)NC4=NC=CC(=N4)C5=CN=CC=C5. Cell line: 786-0. Synergy scores: CSS=4.33, Synergy_ZIP=-2.34, Synergy_Bliss=-5.10, Synergy_Loewe=-4.37, Synergy_HSA=-4.20. (3) Drug 1: C1=CC(=C2C(=C1NCCNCCO)C(=O)C3=C(C=CC(=C3C2=O)O)O)NCCNCCO. Drug 2: B(C(CC(C)C)NC(=O)C(CC1=CC=CC=C1)NC(=O)C2=NC=CN=C2)(O)O. Cell line: NCI-H460. Synergy scores: CSS=24.2, Synergy_ZIP=-10.1, Synergy_Bliss=-18.3, Synergy_Loewe=-18.1, Synergy_HSA=-16.8. (4) Drug 1: C1=CC=C(C(=C1)C(C2=CC=C(C=C2)Cl)C(Cl)Cl)Cl. Drug 2: CN(CCCl)CCCl.Cl. Cell line: DU-145. Synergy scores: CSS=30.9, Synergy_ZIP=-0.522, Synergy_Bliss=-1.83, Synergy_Loewe=-28.4, Synergy_HSA=-2.09. (5) Drug 1: CC1OCC2C(O1)C(C(C(O2)OC3C4COC(=O)C4C(C5=CC6=C(C=C35)OCO6)C7=CC(=C(C(=C7)OC)O)OC)O)O. Drug 2: C1=NC2=C(N1)C(=S)N=CN2. Cell line: HCT116. Synergy scores: CSS=61.2, Synergy_ZIP=-5.12, Synergy_Bliss=-7.37, Synergy_Loewe=-7.28, Synergy_HSA=-2.20. (6) Drug 1: CC(C)(C#N)C1=CC(=CC(=C1)CN2C=NC=N2)C(C)(C)C#N. Drug 2: CC1CCC2CC(C(=CC=CC=CC(CC(C(=O)C(C(C(=CC(C(=O)CC(OC(=O)C3CCCCN3C(=O)C(=O)C1(O2)O)C(C)CC4CCC(C(C4)OC)O)C)C)O)OC)C)C)C)OC. Cell line: CCRF-CEM. Synergy scores: CSS=-36.3, Synergy_ZIP=15.1, Synergy_Bliss=3.59, Synergy_Loewe=-37.8, Synergy_HSA=-38.7. (7) Drug 1: CN1CCC(CC1)COC2=C(C=C3C(=C2)N=CN=C3NC4=C(C=C(C=C4)Br)F)OC. Drug 2: CC=C1C(=O)NC(C(=O)OC2CC(=O)NC(C(=O)NC(CSSCCC=C2)C(=O)N1)C(C)C)C(C)C. Cell line: 786-0. Synergy scores: CSS=18.1, Synergy_ZIP=-7.64, Synergy_Bliss=-3.87, Synergy_Loewe=-12.0, Synergy_HSA=-2.37. (8) Drug 1: C1CCC(C(C1)N)N.C(=O)(C(=O)[O-])[O-].[Pt+4]. Drug 2: CC12CCC3C(C1CCC2OP(=O)(O)O)CCC4=C3C=CC(=C4)OC(=O)N(CCCl)CCCl.[Na+]. Cell line: HS 578T. Synergy scores: CSS=9.63, Synergy_ZIP=-0.882, Synergy_Bliss=2.17, Synergy_Loewe=-3.63, Synergy_HSA=0.275. (9) Drug 1: C1=CC(=C2C(=C1NCCNCCO)C(=O)C3=C(C=CC(=C3C2=O)O)O)NCCNCCO. Drug 2: CC1=C(C(CCC1)(C)C)C=CC(=CC=CC(=CC(=O)O)C)C. Cell line: K-562. Synergy scores: CSS=50.0, Synergy_ZIP=-5.81, Synergy_Bliss=-7.78, Synergy_Loewe=-6.85, Synergy_HSA=-1.43. (10) Cell line: NCI-H460. Drug 2: COCCOC1=C(C=C2C(=C1)C(=NC=N2)NC3=CC=CC(=C3)C#C)OCCOC. Drug 1: CCC1(CC2CC(C3=C(CCN(C2)C1)C4=CC=CC=C4N3)(C5=C(C=C6C(=C5)C78CCN9C7C(C=CC9)(C(C(C8N6C)(C(=O)OC)O)OC(=O)C)CC)OC)C(=O)OC)O. Synergy scores: CSS=69.5, Synergy_ZIP=8.69, Synergy_Bliss=8.56, Synergy_Loewe=10.4, Synergy_HSA=12.9.